Dataset: Reaction yield outcomes from USPTO patents with 853,638 reactions. Task: Predict the reaction yield, written as a fraction of the theoretical maximum amount of product (1.0 means a 100% yield; for example, 0.34 means a 34% yield). (1) The reactants are F[C:2]1[CH:7]=[CH:6][C:5]([N+:8]([O-:10])=[O:9])=[CH:4][C:3]=1[CH3:11].[CH3:12][N:13]1[CH2:18][CH2:17][NH:16][CH2:15][CH2:14]1.[Na+].[Cl-]. The catalyst is CN1CCCC1=O. The product is [CH3:12][N:13]1[CH2:18][CH2:17][N:16]([C:2]2[CH:7]=[CH:6][C:5]([N+:8]([O-:10])=[O:9])=[CH:4][C:3]=2[CH3:11])[CH2:15][CH2:14]1. The yield is 0.920. (2) The reactants are C(OC([NH:11][C@H:12]1[CH2:17][CH2:16][N:15]([C:18]2[O:19][C:20]([CH3:30])=[C:21]([C:23]([O:25][CH2:26][CH2:27][CH2:28][CH3:29])=[O:24])[N:22]=2)[CH2:14][C@H:13]1[O:31][CH3:32])=O)C1C=CC=CC=1. The catalyst is [Pd].C(OCC)(=O)C. The product is [NH2:11][C@H:12]1[CH2:17][CH2:16][N:15]([C:18]2[O:19][C:20]([CH3:30])=[C:21]([C:23]([O:25][CH2:26][CH2:27][CH2:28][CH3:29])=[O:24])[N:22]=2)[CH2:14][C@H:13]1[O:31][CH3:32]. The yield is 1.00.